This data is from NCI-60 drug combinations with 297,098 pairs across 59 cell lines. The task is: Regression. Given two drug SMILES strings and cell line genomic features, predict the synergy score measuring deviation from expected non-interaction effect. Drug 1: C1=C(C(=O)NC(=O)N1)N(CCCl)CCCl. Drug 2: CC1C(C(CC(O1)OC2CC(CC3=C2C(=C4C(=C3O)C(=O)C5=C(C4=O)C(=CC=C5)OC)O)(C(=O)CO)O)N)O.Cl. Cell line: KM12. Synergy scores: CSS=58.4, Synergy_ZIP=-0.287, Synergy_Bliss=2.32, Synergy_Loewe=5.86, Synergy_HSA=6.85.